From a dataset of Catalyst prediction with 721,799 reactions and 888 catalyst types from USPTO. Predict which catalyst facilitates the given reaction. (1) Reactant: [F:1][C:2]([F:7])([F:6])[CH:3]1[O:5][CH2:4]1.C([Li])CCC.[F:13][C:14]1[CH:19]=[C:18]([O:20][CH3:21])[CH:17]=[CH:16][C:15]=1[CH:22]=[N:23][C:24]1[CH:33]=[CH:32][CH:31]=[C:30]2[C:25]=1[CH:26]=[CH:27][C:28](=[O:34])[NH:29]2.C(OCC)C. Product: [F:13][C:14]1[CH:19]=[C:18]([O:20][CH3:21])[CH:17]=[CH:16][C:15]=1[CH:22]([NH:23][C:24]1[CH:33]=[CH:32][CH:31]=[C:30]2[C:25]=1[CH:26]=[CH:27][C:28](=[O:34])[NH:29]2)[C:3]1([C:2]([F:7])([F:6])[F:1])[CH2:4][O:5]1. The catalyst class is: 134. (2) Reactant: [F:1][C:2]1[CH:3]=[C:4]([C:8]2[CH:16]=[CH:15][CH:14]=[C:13]3[C:9]=2[CH2:10][C:11](=[O:17])[NH:12]3)[CH:5]=[CH:6][CH:7]=1.[CH3:18][N:19]([CH3:35])[CH2:20][CH2:21][CH2:22][C:23]1[C:24]2[CH2:34][CH2:33][CH2:32][CH2:31][CH2:30][C:25]=2[NH:26][C:27]=1[CH:28]=O.N1CCCCC1. Product: [CH3:35][N:19]([CH3:18])[CH2:20][CH2:21][CH2:22][C:23]1[C:24]2[CH2:34][CH2:33][CH2:32][CH2:31][CH2:30][C:25]=2[NH:26][C:27]=1/[CH:28]=[C:10]1\[C:11](=[O:17])[NH:12][C:13]2[C:9]\1=[C:8]([C:4]1[CH:5]=[CH:6][CH:7]=[C:2]([F:1])[CH:3]=1)[CH:16]=[CH:15][CH:14]=2. The catalyst class is: 8. (3) Reactant: [Cl:1][C:2]1[CH:10]=[CH:9][C:8]([CH:11]2[CH2:15][CH2:14][CH:13]=[CH:12]2)=[CH:7][C:3]=1[C:4](O)=[O:5].ClC(OC(C)C)=O.CC[N:25](C(C)C)C(C)C.N. Product: [Cl:1][C:2]1[CH:10]=[CH:9][C:8]([CH:11]2[CH2:15][CH2:14][CH:13]=[CH:12]2)=[CH:7][C:3]=1[C:4]([NH2:25])=[O:5]. The catalyst class is: 1. (4) Reactant: [Cl:1][C:2]1[CH:3]=[C:4]([N:8]2[C:12]3[CH:13]=[CH:14][C:15]([S:17]([N:20](CC4C=CC(OC)=CC=4OC)[C:21]4[S:22][CH:23]=[N:24][N:25]=4)(=[O:19])=[O:18])=[CH:16][C:11]=3[O:10][C:9]2=[O:37])[CH:5]=[CH:6][CH:7]=1.[OH-].[Na+].[NH4+].[Cl-]. Product: [CH:9]([OH:37])=[O:10].[Cl:1][C:2]1[CH:3]=[C:4]([NH:8][C:12]2[CH:13]=[CH:14][C:15]([S:17]([NH:20][C:21]3[S:22][CH:23]=[N:24][N:25]=3)(=[O:18])=[O:19])=[CH:16][C:11]=2[OH:10])[CH:5]=[CH:6][CH:7]=1. The catalyst class is: 5. (5) Reactant: C([O:8][C:9]1[CH:14]=[CH:13][C:12]([CH2:15][CH:16]([OH:22])[C:17]([O:19][CH2:20][CH3:21])=[O:18])=[CH:11][CH:10]=1)C1C=CC=CC=1.[H-].[Na+].[CH2:25](Br)[CH2:26]CC.O. Product: [OH:8][C:9]1[CH:10]=[CH:11][C:12]([CH2:15][CH:16]([O:22][CH2:25][CH3:26])[C:17]([O:19][CH2:20][CH3:21])=[O:18])=[CH:13][CH:14]=1. The catalyst class is: 9. (6) Reactant: [Cl:1][C:2]1[C:11]2[C:6](=[CH:7][CH:8]=[C:9]([F:12])[CH:10]=2)[C:5]([OH:13])=[CH:4][N:3]=1.C([O-])([O-])=O.[K+].[K+].[CH2:20](I)[CH3:21]. Product: [Cl:1][C:2]1[C:11]2[C:6](=[CH:7][CH:8]=[C:9]([F:12])[CH:10]=2)[C:5]([O:13][CH2:20][CH3:21])=[CH:4][N:3]=1. The catalyst class is: 10. (7) Reactant: Br[CH2:2][C:3]([C:5]1[C:6]([CH3:19])=[N:7][N:8]([CH2:10][C:11]2[CH:16]=[CH:15][C:14]([O:17][CH3:18])=[CH:13][CH:12]=2)[CH:9]=1)=[O:4].[S-:20][C:21]#[N:22].[K+]. Product: [CH3:18][O:17][C:14]1[CH:15]=[CH:16][C:11]([CH2:10][N:8]2[CH:9]=[C:5]([C:3](=[O:4])[CH2:2][S:20][C:21]#[N:22])[C:6]([CH3:19])=[N:7]2)=[CH:12][CH:13]=1. The catalyst class is: 692. (8) Reactant: [Na].[CH3:2][CH:3]([C:6](=O)[CH3:7])[CH:4]=O.[CH2:9]([NH:11][C:12](=[O:16])[CH2:13][C:14]#[N:15])[CH3:10].C(O)(=O)C.N1CCCCC1. Product: [CH2:9]([N:11]1[C:6]([CH3:7])=[C:3]([CH3:4])[CH:2]=[C:13]([C:14]#[N:15])[C:12]1=[O:16])[CH3:10]. The catalyst class is: 479. (9) Reactant: [C:1]1([CH3:29])[CH:6]=[C:5]([CH3:7])[CH:4]=[C:3]([CH3:8])[C:2]=1[O:9][C:10]1[C:11]2[N:27]([CH3:28])[CH:26]=[CH:25][C:12]=2[N:13]=[C:14]([NH:16][C:17]2[CH:24]=[CH:23][C:20]([C:21]#[N:22])=[CH:19][CH:18]=2)[N:15]=1.C1C(=O)N([Cl:37])C(=O)C1. Product: [Cl:37][C:25]1[C:12]2[N:13]=[C:14]([NH:16][C:17]3[CH:24]=[CH:23][C:20]([C:21]#[N:22])=[CH:19][CH:18]=3)[N:15]=[C:10]([O:9][C:2]3[C:1]([CH3:29])=[CH:6][C:5]([CH3:7])=[CH:4][C:3]=3[CH3:8])[C:11]=2[N:27]([CH3:28])[CH:26]=1. The catalyst class is: 2.